Dataset: Full USPTO retrosynthesis dataset with 1.9M reactions from patents (1976-2016). Task: Predict the reactants needed to synthesize the given product. (1) Given the product [CH3:12][O:13][C:14](=[O:24])[C:15]1[CH:20]=[CH:19][C:18]([O:21][CH3:22])=[C:17]([NH:23][C:29](=[NH:30])[C:28]2[CH:31]=[CH:32][C:33]([F:34])=[C:26]([Cl:25])[CH:27]=2)[CH:16]=1, predict the reactants needed to synthesize it. The reactants are: C1(C)C=CC(S(O)(=O)=O)=CC=1.[CH3:12][O:13][C:14](=[O:24])[C:15]1[CH:20]=[CH:19][C:18]([O:21][CH3:22])=[C:17]([NH2:23])[CH:16]=1.[Cl:25][C:26]1[CH:27]=[C:28]([CH:31]=[CH:32][C:33]=1[F:34])[C:29]#[N:30].C([O-])(O)=O.[Na+]. (2) Given the product [CH3:1][O:2][C:3]([CH3:8])([CH3:7])[CH2:4][CH2:5][O:6][CH2:12][CH2:11][CH:9]=[O:10], predict the reactants needed to synthesize it. The reactants are: [CH3:1][O:2][C:3]([CH3:8])([CH3:7])[CH2:4][CH2:5][OH:6].[CH:9]([CH:11]=[CH2:12])=[O:10]. (3) Given the product [F:29][C:22]1[CH:23]=[CH:24][CH:25]=[C:26]([O:27][CH3:28])[C:21]=1[C:11]1[C:10]([CH2:9][NH2:8])=[CH:19][C:18]2[C:13](=[C:14]([CH3:20])[CH:15]=[CH:16][CH:17]=2)[N:12]=1, predict the reactants needed to synthesize it. The reactants are: COC1C=CC(C[NH:8][CH2:9][C:10]2[C:11]([C:21]3[C:26]([O:27][CH3:28])=[CH:25][CH:24]=[CH:23][C:22]=3[F:29])=[N:12][C:13]3[C:18]([CH:19]=2)=[CH:17][CH:16]=[CH:15][C:14]=3[CH3:20])=CC=1.[N+]([O-])([O-])=O.[Ce+4].[NH4+].[N+]([O-])([O-])=O.[N+]([O-])([O-])=O.[N+]([O-])([O-])=O.[N+]([O-])([O-])=O.